The task is: Predict the product of the given reaction.. This data is from Forward reaction prediction with 1.9M reactions from USPTO patents (1976-2016). (1) Given the reactants [CH3:1][O:2][C:3]1[CH:8]=[CH:7][C:6]([C:9]#[C:10][C:11]2[CH2:20][CH2:19][C:18]3[CH:17]=[C:16]([C@H:21]4[CH2:30][CH2:29][C@@:23]5([NH:27][C:26](=[O:28])[O:25][CH2:24]5)[CH2:22]4)[CH:15]=[CH:14][C:13]=3[CH:12]=2)=[CH:5][CH:4]=1.[H][H], predict the reaction product. The product is: [CH3:1][O:2][C:3]1[CH:8]=[CH:7][C:6]([CH2:9][CH2:10][CH:11]2[CH2:20][CH2:19][C:18]3[CH:17]=[C:16]([C@H:21]4[CH2:30][CH2:29][C@@:23]5([NH:27][C:26](=[O:28])[O:25][CH2:24]5)[CH2:22]4)[CH:15]=[CH:14][C:13]=3[CH2:12]2)=[CH:5][CH:4]=1. (2) Given the reactants [CH3:1][O:2][C:3]1[CH:4]=[C:5]([C:11]#[C:12][C:13]2[CH:18]=[C:17]([O:19][CH3:20])[C:16]([O:21][CH3:22])=[CH:15][C:14]=2[O:23][CH2:24][O:25][CH3:26])[CH:6]=[CH:7][C:8]=1[O:9][CH3:10].[C:27]([C:31]1[N:32]=[N:33][C:34]([C:37]([O:39][CH3:40])=[O:38])=NN=1)([O:29][CH3:30])=[O:28].N1C=NN=CN=1.CCOC(C)=O.C(Cl)Cl, predict the reaction product. The product is: [CH3:22][O:21][C:16]1[C:17]([O:19][CH3:20])=[CH:18][C:13]([C:12]2[C:11]([C:5]3[CH:6]=[CH:7][C:8]([O:9][CH3:10])=[C:3]([O:2][CH3:1])[CH:4]=3)=[C:31]([C:27]([O:29][CH3:30])=[O:28])[N:32]=[N:33][C:34]=2[C:37]([O:39][CH3:40])=[O:38])=[C:14]([O:23][CH2:24][O:25][CH3:26])[CH:15]=1. (3) Given the reactants F[C:2]1[C:3]([CH3:22])=[N:4][C:5]2[C:10]([N:11]=1)=[C:9]([C:12]1[NH:20][C:19]3[CH2:18][CH2:17][NH:16][C:15](=[O:21])[C:14]=3[CH:13]=1)[CH:8]=[CH:7][CH:6]=2.Cl.[O:24]1[CH2:29][CH2:28][CH2:27][CH:26]([NH2:30])[CH2:25]1.CCN(C(C)C)C(C)C, predict the reaction product. The product is: [CH3:22][C:3]1[C:2]([NH:30][CH:26]2[CH2:27][CH2:28][CH2:29][O:24][CH2:25]2)=[N:11][C:10]2[C:5](=[CH:6][CH:7]=[CH:8][C:9]=2[C:12]2[NH:20][C:19]3[CH2:18][CH2:17][NH:16][C:15](=[O:21])[C:14]=3[CH:13]=2)[N:4]=1. (4) Given the reactants [Cl:1][C:2]1[C:10]([N+:11]([O-:13])=[O:12])=[CH:9][CH:8]=[C:7]([Cl:14])[C:3]=1[C:4](Cl)=[O:5].[OH-].[NH4+:16], predict the reaction product. The product is: [Cl:1][C:2]1[C:10]([N+:11]([O-:13])=[O:12])=[CH:9][CH:8]=[C:7]([Cl:14])[C:3]=1[C:4]([NH2:16])=[O:5]. (5) Given the reactants [Cl:1][C:2]1[CH:3]=[C:4]2[C:8](=[CH:9][CH:10]=1)[NH:7][C:6](=[O:11])[C:5]2([NH:20][C@@H:21]([CH2:27][OH:28])[C:22]([N:24]([CH3:26])[CH3:25])=[O:23])[C:12]1[CH:17]=[CH:16][CH:15]=[CH:14][C:13]=1[O:18][CH3:19].[CH3:29][O:30][C:31]1[CH:36]=[CH:35][C:34]([S:37](Cl)(=[O:39])=[O:38])=[C:33]([O:41][C:42]([F:45])([F:44])[F:43])[CH:32]=1, predict the reaction product. The product is: [Cl:1][C:2]1[CH:3]=[C:4]2[C:8](=[CH:9][CH:10]=1)[N:7]([S:37]([C:34]1[CH:35]=[CH:36][C:31]([O:30][CH3:29])=[CH:32][C:33]=1[O:41][C:42]([F:43])([F:44])[F:45])(=[O:39])=[O:38])[C:6](=[O:11])[C:5]2([NH:20][C@@H:21]([CH2:27][OH:28])[C:22]([N:24]([CH3:25])[CH3:26])=[O:23])[C:12]1[CH:17]=[CH:16][CH:15]=[CH:14][C:13]=1[O:18][CH3:19].